Dataset: Full USPTO retrosynthesis dataset with 1.9M reactions from patents (1976-2016). Task: Predict the reactants needed to synthesize the given product. (1) Given the product [CH3:1][O:2][C:3]1[C:8]([O:9][CH3:10])=[C:7]([O:11][CH3:12])[CH:6]=[C:5]([CH3:13])[C:4]=1[C:14]([C:16]1[C:21]([Cl:22])=[CH:20][N:19]=[C:18]([Cl:23])[C:17]=1[Cl:24])=[O:15], predict the reactants needed to synthesize it. The reactants are: [CH3:1][O:2][C:3]1[C:8]([O:9][CH3:10])=[C:7]([O:11][CH3:12])[CH:6]=[C:5]([CH3:13])[C:4]=1[CH:14]([C:16]1[C:21]([Cl:22])=[CH:20][N:19]=[C:18]([Cl:23])[C:17]=1[Cl:24])[OH:15]. (2) Given the product [Cl:34][C:30]1[C:29]([F:35])=[C:28]([NH:27][C:18]2[C:17]3[C:22](=[CH:23][C:24]([O:25][CH3:26])=[C:15]([O:14][C@H:11]4[CH2:12][CH2:13][N:8]([C:6]([O:5][C:1]([CH3:4])([CH3:3])[CH3:2])=[O:7])[C@H:9]([C:36]([NH:40][CH3:39])=[O:38])[CH2:10]4)[CH:16]=3)[N:21]=[CH:20][N:19]=2)[CH:33]=[CH:32][CH:31]=1, predict the reactants needed to synthesize it. The reactants are: [C:1]([O:5][C:6]([N:8]1[CH2:13][CH2:12][C@H:11]([O:14][C:15]2[CH:16]=[C:17]3[C:22](=[CH:23][C:24]=2[O:25][CH3:26])[N:21]=[CH:20][N:19]=[C:18]3[NH:27][C:28]2[CH:33]=[CH:32][CH:31]=[C:30]([Cl:34])[C:29]=2[F:35])[CH2:10][C@H:9]1[C:36]([OH:38])=O)=[O:7])([CH3:4])([CH3:3])[CH3:2].[CH3:39][N:40]1CCOCC1.CN. (3) Given the product [CH3:25][O:24][C:21]1[CH:22]=[CH:23][C:18]([C:8]2([C:4]3[CH:5]=[CH:6][CH:7]=[C:2]([C:30]4[CH:31]=[N:26][CH:27]=[N:28][CH:29]=4)[CH:3]=3)[C:16]3[C:11](=[N:12][CH:13]=[CH:14][CH:15]=3)[C:10]([NH2:17])=[N:9]2)=[CH:19][CH:20]=1, predict the reactants needed to synthesize it. The reactants are: Br[C:2]1[CH:3]=[C:4]([C:8]2([C:18]3[CH:23]=[CH:22][C:21]([O:24][CH3:25])=[CH:20][CH:19]=3)[C:16]3[C:11](=[N:12][CH:13]=[CH:14][CH:15]=3)[C:10]([NH2:17])=[N:9]2)[CH:5]=[CH:6][CH:7]=1.[N:26]1[CH:31]=[C:30](B(O)O)[CH:29]=[N:28][CH:27]=1.C(=O)([O-])[O-].[Cs+].[Cs+].C([O-])(=O)C.C(=O)([O-])O.[Na+]. (4) Given the product [CH3:1][O:2][C:3]1[CH:8]=[CH:7][N:6]=[C:5]([O:9][C@@H:10]2[CH2:11][CH2:12][C@@H:13]([CH3:23])[NH:14][CH2:15]2)[CH:4]=1, predict the reactants needed to synthesize it. The reactants are: [CH3:1][O:2][C:3]1[CH:8]=[CH:7][N:6]=[C:5]([O:9][C@H:10]2[CH2:15][N:14](C(OC(C)(C)C)=O)[C@H:13]([CH3:23])[CH2:12][CH2:11]2)[CH:4]=1.Cl. (5) The reactants are: Cl[C:2]1[CH:7]=[C:6]([C:8]2[CH:13]=[C:12]([Br:14])[CH:11]=[CH:10][C:9]=2[O:15][CH2:16][CH3:17])[N:5]=[CH:4][N:3]=1.[Cl:18][C:19]1[CH:24]=[CH:23][C:22]([NH2:25])=[CH:21][CH:20]=1. Given the product [Br:14][C:12]1[CH:11]=[CH:10][C:9]([O:15][CH2:16][CH3:17])=[C:8]([C:6]2[N:5]=[CH:4][N:3]=[C:2]([NH:25][C:22]3[CH:23]=[CH:24][C:19]([Cl:18])=[CH:20][CH:21]=3)[CH:7]=2)[CH:13]=1, predict the reactants needed to synthesize it. (6) The reactants are: [NH2:1][CH:2]([C:33]1[CH:38]=[CH:37][C:36]([O:39][CH2:40][CH2:41][O:42][C:43]([CH3:46])([CH3:45])[CH3:44])=[CH:35][CH:34]=1)[C:3]([NH:5][C@H:6]([C:15]1[NH:16][C:17]([C:20]2[CH:25]=[CH:24][C:23]([C:26]#[C:27][Si](C)(C)C)=[CH:22][C:21]=2[F:32])=[CH:18][N:19]=1)[C@H:7]([C:9]1[CH:14]=[CH:13][CH:12]=[CH:11][CH:10]=1)[CH3:8])=[O:4].[F-].C([N+](CCCC)(CCCC)CCCC)CCC.C(OCC)(=O)C. Given the product [NH2:1][CH:2]([C:33]1[CH:38]=[CH:37][C:36]([O:39][CH2:40][CH2:41][O:42][C:43]([CH3:44])([CH3:46])[CH3:45])=[CH:35][CH:34]=1)[C:3]([NH:5][C@H:6]([C:15]1[NH:16][C:17]([C:20]2[CH:25]=[CH:24][C:23]([C:26]#[CH:27])=[CH:22][C:21]=2[F:32])=[CH:18][N:19]=1)[C@H:7]([C:9]1[CH:10]=[CH:11][CH:12]=[CH:13][CH:14]=1)[CH3:8])=[O:4], predict the reactants needed to synthesize it. (7) Given the product [CH2:38]([N:39]([CH2:42][CH3:43])[CH2:40][CH2:41][O:26][C:21]1[CH:22]=[CH:23][CH:24]=[CH:25][C:20]=1[S:17]([CH2:16][C:13]1[C:8]([C:9]([O:11][CH3:12])=[O:10])=[C:7]([O:27][CH3:28])[C:6]([C:3]2[CH:4]=[CH:5][O:1][CH:2]=2)=[CH:15][CH:14]=1)(=[O:19])=[O:18])[CH3:37], predict the reactants needed to synthesize it. The reactants are: [O:1]1[CH:5]=[CH:4][C:3]([C:6]2[C:7]([O:27][CH3:28])=[C:8]([C:13]([CH2:16][S:17]([C:20]3[CH:25]=[CH:24][CH:23]=[CH:22][C:21]=3[OH:26])(=[O:19])=[O:18])=[CH:14][CH:15]=2)[C:9]([O:11][CH3:12])=[O:10])=[CH:2]1.C(=O)([O-])[O-].[Cs+].[Cs+].Cl.Br[CH2:37][CH2:38][N:39]([CH2:42][CH3:43])[CH2:40][CH3:41].O. (8) Given the product [Cl:1][C:2]1[CH:7]=[C:6]([NH:8][C:9]2[CH:10]=[CH:11][C:12]([C:13]([NH:33][CH3:32])=[O:14])=[CH:16][CH:17]=2)[C:5]([C:18]2[S:19][C:20]([C:23]([N:25]3[CH2:29][CH2:28][C@@H:27]([OH:30])[CH2:26]3)=[O:24])=[N:21][N:22]=2)=[CH:4][N:3]=1, predict the reactants needed to synthesize it. The reactants are: [Cl:1][C:2]1[CH:7]=[C:6]([NH:8][C:9]2[CH:17]=[CH:16][C:12]([C:13](O)=[O:14])=[CH:11][CH:10]=2)[C:5]([C:18]2[S:19][C:20]([C:23]([N:25]3[CH2:29][CH2:28][C@@H:27]([OH:30])[CH2:26]3)=[O:24])=[N:21][N:22]=2)=[CH:4][N:3]=1.C[CH2:32][N:33](C(C)C)C(C)C.CN.Cl.CN(C(ON1N=NC2C=CC=NC1=2)=[N+](C)C)C.F[P-](F)(F)(F)(F)F. (9) Given the product [C:1]([O:5][C:6]([N:8]([CH2:25][CH:26]([F:28])[F:27])[C:9]1[CH:14]=[C:13]([C:15]2[O:16][CH:17]=[C:18]([C:20]([OH:22])=[O:21])[N:19]=2)[CH:12]=[CH:11][N:10]=1)=[O:7])([CH3:4])([CH3:2])[CH3:3], predict the reactants needed to synthesize it. The reactants are: [C:1]([O:5][C:6]([N:8]([CH2:25][CH:26]([F:28])[F:27])[C:9]1[CH:14]=[C:13]([C:15]2[O:16][CH:17]=[C:18]([C:20]([O:22]CC)=[O:21])[N:19]=2)[CH:12]=[CH:11][N:10]=1)=[O:7])([CH3:4])([CH3:3])[CH3:2].[OH-].[Na+].Cl.